This data is from Reaction yield outcomes from USPTO patents with 853,638 reactions. The task is: Predict the reaction yield, written as a fraction of the theoretical maximum amount of product (1.0 means a 100% yield; for example, 0.34 means a 34% yield). (1) The reactants are F[C:2]1[C:11]([F:12])=[CH:10][C:9]([N+:13]([O-:15])=[O:14])=[C:8](F)[C:3]=1[C:4]([O:6][CH3:7])=[O:5].[CH3:17][O-:18].[Na+].[NH3:20]. The catalyst is CO. The product is [NH2:20][C:8]1[C:9]([N+:13]([O-:15])=[O:14])=[CH:10][C:11]([F:12])=[C:2]([O:18][CH3:17])[C:3]=1[C:4]([O:6][CH3:7])=[O:5]. The yield is 0.298. (2) The reactants are [I:1][C:2]1[CH:3]=[C:4]([N+:9]([O-])=O)[C:5]([Cl:8])=[N:6][CH:7]=1.Cl. The catalyst is O.[Fe].C(O)C. The product is [I:1][C:2]1[CH:3]=[C:4]([NH2:9])[C:5]([Cl:8])=[N:6][CH:7]=1. The yield is 0.920. (3) The reactants are C(O[C:9]1[N:14]=[C:13]([C:15]2[CH:20]=[C:19]([F:21])[C:18]([O:22][CH2:23][O:24][CH2:25][CH2:26][Si:27]([CH3:30])([CH3:29])[CH3:28])=[CH:17][C:16]=2[CH2:31][C:32]([F:35])([F:34])[F:33])[N:12]=[C:11]2[N:36]([CH:39]3[CH2:44][CH2:43][CH2:42][CH2:41][O:40]3)[N:37]=[CH:38][C:10]=12)C1C=CC=CC=1.C(Cl)(=O)C([Cl:48])=O. The catalyst is C1COCC1.[Pd].CN(C=O)C. The product is [Cl:48][C:9]1[N:14]=[C:13]([C:15]2[CH:20]=[C:19]([F:21])[C:18]([O:22][CH2:23][O:24][CH2:25][CH2:26][Si:27]([CH3:30])([CH3:29])[CH3:28])=[CH:17][C:16]=2[CH2:31][C:32]([F:35])([F:34])[F:33])[N:12]=[C:11]2[N:36]([CH:39]3[CH2:44][CH2:43][CH2:42][CH2:41][O:40]3)[N:37]=[CH:38][C:10]=12. The yield is 0.230. (4) The yield is 0.760. The catalyst is CN(C=O)C. The reactants are C([SiH2][O:6][C:7](C)(C)[C:8]1[N:13]=[C:12]([CH:14]([OH:17])[CH2:15][CH3:16])[CH:11]=[CH:10][CH:9]=1)(C)(C)C.Br[CH2:21][C:22]1[CH:27]=[CH:26][C:25]([C:28]([F:31])([F:30])[F:29])=[CH:24][CH:23]=1.[H-].[Na+]. The product is [F:29][C:28]([F:30])([F:31])[C:25]1[CH:26]=[CH:27][C:22]([CH2:21][O:17][CH:14]([C:12]2[N:13]=[C:8]([CH2:7][OH:6])[CH:9]=[CH:10][CH:11]=2)[CH2:15][CH3:16])=[CH:23][CH:24]=1.